From a dataset of Full USPTO retrosynthesis dataset with 1.9M reactions from patents (1976-2016). Predict the reactants needed to synthesize the given product. (1) Given the product [CH3:1][O:2][C:3](=[O:31])[CH2:4][O:5][C:6]1[CH:15]=[CH:14][C:13]([F:16])=[C:12]2[C:7]=1[C:8]([O:27][CH:28]([F:30])[F:29])=[C:9]([CH2:19][C:20]1[CH:25]=[CH:24][C:23]([C:37]3[O:38][CH:39]=[CH:40][N:41]=3)=[CH:22][CH:21]=1)[C:10]([CH2:17][CH3:18])=[N:11]2, predict the reactants needed to synthesize it. The reactants are: [CH3:1][O:2][C:3](=[O:31])[CH2:4][O:5][C:6]1[CH:15]=[CH:14][C:13]([F:16])=[C:12]2[C:7]=1[C:8]([O:27][CH:28]([F:30])[F:29])=[C:9]([CH2:19][C:20]1[CH:25]=[CH:24][C:23](Br)=[CH:22][CH:21]=1)[C:10]([CH2:17][CH3:18])=[N:11]2.C([Sn](CCCC)(CCCC)[C:37]1[O:38][CH:39]=[CH:40][N:41]=1)CCC.O1CCOCC1. (2) The reactants are: [C:1]([O:5][C:6]([C@@H:8]([CH2:13][C:14]1[CH:24]=[CH:23][C:17]2[O:18][C:19]([F:22])([F:21])[O:20][C:16]=2[CH:15]=1)[C:9]([O:11]C)=[O:10])=[O:7])([CH3:4])([CH3:3])[CH3:2].[Li+].[OH-]. Given the product [C:1]([O:5][C:6]([C@@H:8]([CH2:13][C:14]1[CH:24]=[CH:23][C:17]2[O:18][C:19]([F:21])([F:22])[O:20][C:16]=2[CH:15]=1)[C:9]([OH:11])=[O:10])=[O:7])([CH3:4])([CH3:2])[CH3:3], predict the reactants needed to synthesize it. (3) Given the product [N:19]1[CH:20]=[CH:21][CH:22]=[CH:23][C:18]=1[CH:15]1[CH2:16][CH2:17][N:12]([CH2:2][C:3]2[S:4][C:5]3[C:10]([N:11]=2)=[CH:9][CH:8]=[CH:7][N:6]=3)[CH2:13][CH2:14]1, predict the reactants needed to synthesize it. The reactants are: Cl[CH2:2][C:3]1[S:4][C:5]2[C:10]([N:11]=1)=[CH:9][CH:8]=[CH:7][N:6]=2.[NH:12]1[CH2:17][CH2:16][CH:15]([C:18]2[CH:23]=[CH:22][CH:21]=[CH:20][N:19]=2)[CH2:14][CH2:13]1.CC(=O)OCC. (4) Given the product [CH3:1][C:2]1[CH:7]=[CH:6][C:5]([OH:8])=[C:4]([C:9]([F:12])([F:11])[F:10])[C:3]=1[C:13]([F:14])([F:15])[F:16], predict the reactants needed to synthesize it. The reactants are: [CH3:1][C:2]12[O:8][CH:5]([CH:6]=[CH:7]1)[C:4]([C:9]([F:12])([F:11])[F:10])=[C:3]2[C:13]([F:16])([F:15])[F:14].C(=O)([O-])[O-].[K+].[K+]. (5) Given the product [CH2:1]([O:3][C:4]([C:6]1[CH:7]=[C:8]([C:11]2[CH:16]=[CH:15][CH:14]=[CH:13][CH:12]=2)[S:9][C:10]=1[Cl:17])=[O:5])[CH3:2], predict the reactants needed to synthesize it. The reactants are: [CH2:1]([O:3][C:4]([C:6]1[CH:7]=[C:8]([C:11]2[CH:16]=[CH:15][CH:14]=[CH:13][CH:12]=2)[S:9][CH:10]=1)=[O:5])[CH3:2].[Cl:17]N1C(=O)CCC1=O. (6) Given the product [CH2:12]([O:11][C:7]1[C:6]2[C:2]([NH:1][C:32]3[CH:31]=[CH:30][C:29]([S:26]([N:25]([CH3:36])[CH3:24])(=[O:27])=[O:28])=[CH:34][CH:33]=3)=[N:3][N:4]([CH:19]([CH3:23])[CH2:20][C:21]#[N:22])[C:5]=2[CH:10]=[CH:9][N:8]=1)[C:13]1[CH:18]=[CH:17][CH:16]=[CH:15][CH:14]=1, predict the reactants needed to synthesize it. The reactants are: [NH2:1][C:2]1[C:6]2[C:7]([O:11][CH2:12][C:13]3[CH:18]=[CH:17][CH:16]=[CH:15][CH:14]=3)=[N:8][CH:9]=[CH:10][C:5]=2[N:4]([CH:19]([CH3:23])[CH2:20][C:21]#[N:22])[N:3]=1.[CH3:24][N:25]([CH3:36])[S:26]([C:29]1[CH:34]=[CH:33][C:32](Br)=[CH:31][CH:30]=1)(=[O:28])=[O:27].C(P(C(C)(C)C)C1C(C)=C(C)C(C)=C(C)C=1C1C(C(C)C)=CC(C(C)C)=CC=1C(C)C)(C)(C)C.[O-]P([O-])([O-])=O.[K+].[K+].[K+].C(O)(CC)(C)C.